The task is: Regression. Given two drug SMILES strings and cell line genomic features, predict the synergy score measuring deviation from expected non-interaction effect.. This data is from NCI-60 drug combinations with 297,098 pairs across 59 cell lines. (1) Drug 2: C1=CC(=CC=C1C#N)C(C2=CC=C(C=C2)C#N)N3C=NC=N3. Synergy scores: CSS=12.7, Synergy_ZIP=-19.1, Synergy_Bliss=-32.1, Synergy_Loewe=-30.6, Synergy_HSA=-28.7. Drug 1: C1=C(C(=O)NC(=O)N1)F. Cell line: KM12. (2) Drug 1: CC1=CC=C(C=C1)C2=CC(=NN2C3=CC=C(C=C3)S(=O)(=O)N)C(F)(F)F. Drug 2: C1=NC2=C(N=C(N=C2N1C3C(C(C(O3)CO)O)O)F)N. Cell line: SR. Synergy scores: CSS=7.46, Synergy_ZIP=-9.23, Synergy_Bliss=-13.0, Synergy_Loewe=-9.60, Synergy_HSA=-7.94.